The task is: Predict which catalyst facilitates the given reaction.. This data is from Catalyst prediction with 721,799 reactions and 888 catalyst types from USPTO. (1) Reactant: C([O-])(=O)C.[K+].Br[C:7]1[CH:12]=[CH:11][C:10]([C:13]2[C:14]([OH:19])=[CH:15][CH:16]=[CH:17][CH:18]=2)=[CH:9][CH:8]=1.[B:20]1([B:20]2[O:24][C:23]([CH3:26])([CH3:25])[C:22]([CH3:28])([CH3:27])[O:21]2)[O:24][C:23]([CH3:26])([CH3:25])[C:22]([CH3:28])([CH3:27])[O:21]1. Product: [CH3:27][C:22]1([CH3:28])[C:23]([CH3:26])([CH3:25])[O:24][B:20]([C:7]2[CH:12]=[CH:11][C:10]([C:13]3[C:14]([OH:19])=[CH:15][CH:16]=[CH:17][CH:18]=3)=[CH:9][CH:8]=2)[O:21]1. The catalyst class is: 57. (2) Reactant: [CH2:1]([NH2:8])[C:2]1[CH:7]=[CH:6][CH:5]=[CH:4][CH:3]=1.[Br:9][C:10]1[C:14](=[CH:15][Br:16])[O:13][C:12](=[O:17])[CH:11]=1. Product: [Br:9][C:10]1[C:14]([NH:8][CH2:1][C:2]2[CH:7]=[CH:6][CH:5]=[CH:4][CH:3]=2)([CH2:15][Br:16])[O:13][C:12](=[O:17])[CH:11]=1. The catalyst class is: 4. (3) Reactant: Cl.CC1(C)[O:7][C@@H:6]2[C:8]([CH2:21][O:22]C(C3C=CC=CC=3)(C3C=CC=CC=3)C3C=CC=CC=3)=[CH:9][C@@H:10]([C:11]3[N:15]4[CH:16]=[CH:17][N:18]=[C:19]([NH2:20])[C:14]4=[N:13][CH:12]=3)[C@@H:5]2[O:4]1. Product: [NH2:20][C:19]1[C:14]2[N:15]([C:11]([C@H:10]3[C@H:5]([OH:4])[C@H:6]([OH:7])[C:8]([CH2:21][OH:22])=[CH:9]3)=[CH:12][N:13]=2)[CH:16]=[CH:17][N:18]=1. The catalyst class is: 5. (4) Reactant: C([O-])(=O)C.[O:5]=[C:6]1[C@@H:9]([NH3+:10])[CH2:8][NH:7]1.CCN(C(C)C)C(C)C.[CH2:20]([O:27][C:28](N1C=CC=CC1=O)=[O:29])[CH2:21][CH2:22][CH2:23][CH2:24][CH2:25][CH3:26]. Product: [CH2:20]([O:27][C:28](=[O:29])[NH:10][C@H:9]1[CH2:8][NH:7][C:6]1=[O:5])[CH2:21][CH2:22][CH2:23][CH2:24][CH2:25][CH3:26]. The catalyst class is: 2. (5) Reactant: [CH2:1]([O:4][C:5]1[CH:10]=[C:9]([Cl:11])[C:8]([CH2:12][C:13]2[CH:18]=[CH:17][C:16]([O:19][CH2:20][CH3:21])=[CH:15][CH:14]=2)=[CH:7][C:6]=1[C@@H:22]1[O:31][C@H:30]2[C@@H:25]([O:26][CH:27]([CH:32]=[CH2:33])[O:28][CH2:29]2)[C@H:24]([OH:34])[C@H:23]1[OH:35])[CH:2]=[CH2:3].C([BH3-])#N.[Na+].FC(F)(F)S(O)(=O)=O.O. Product: [CH2:1]([O:4][C:5]1[CH:10]=[C:9]([Cl:11])[C:8]([CH2:12][C:13]2[CH:18]=[CH:17][C:16]([O:19][CH2:20][CH3:21])=[CH:15][CH:14]=2)=[CH:7][C:6]=1[C@H:22]1[C@H:23]([OH:35])[C@@H:24]([OH:34])[C@H:25]([OH:26])[C@@H:30]([CH2:29][O:28][CH2:27][CH:32]=[CH2:33])[O:31]1)[CH:2]=[CH2:3]. The catalyst class is: 7. (6) The catalyst class is: 3. Reactant: [H-].[Na+].[CH3:3][O:4][C:5]([C:7]1[CH:8]=[C:9]2[C:13](=[CH:14][CH:15]=1)[C:12](=[O:16])[NH:11][CH2:10]2)=[O:6].I[CH3:18]. Product: [CH3:3][O:4][C:5]([C:7]1[CH:8]=[C:9]2[C:13](=[CH:14][CH:15]=1)[C:12](=[O:16])[N:11]([CH3:18])[CH2:10]2)=[O:6]. (7) Reactant: Br[C:2]1[CH:22]=[C:21]([C:23]([F:26])([F:25])[F:24])[C:5]2[N:6]([CH2:10][C:11]3[CH:16]=[CH:15][C:14]([O:17][CH3:18])=[CH:13][C:12]=3[O:19][CH3:20])[C:7](=[O:9])[NH:8][C:4]=2[CH:3]=1.[Cu][C:28]#[N:29]. Product: [CH3:20][O:19][C:12]1[CH:13]=[C:14]([O:17][CH3:18])[CH:15]=[CH:16][C:11]=1[CH2:10][N:6]1[C:5]2[C:21]([C:23]([F:26])([F:25])[F:24])=[CH:22][C:2]([C:28]#[N:29])=[CH:3][C:4]=2[NH:8][C:7]1=[O:9]. The catalyst class is: 9. (8) Reactant: Br[C:2]1[CH:3]=[CH:4][C:5]2[N:6]([C:8]([C:11]([F:33])([F:32])[C:12]3[CH:13]=[CH:14][C:15]4[N:16]([CH:18]=[C:19]([N:21]([C:27]([CH:29]5[CH2:31][CH2:30]5)=[O:28])[C:22]([CH:24]5[CH2:26][CH2:25]5)=[O:23])[N:20]=4)[N:17]=3)=[N:9][N:10]=2)[CH:7]=1.[CH3:34][N:35]1[CH:39]=[C:38](B2OC(C)(C)C(C)(C)O2)[CH:37]=[N:36]1.C([O-])([O-])=O.[Na+].[Na+].C(Cl)[Cl:56]. Product: [F:33][C:11]([F:32])([C:8]1[N:6]2[CH:7]=[C:2]([C:38]3[CH:37]=[N:36][N:35]([CH3:34])[CH:39]=3)[CH:3]=[CH:4][C:5]2=[N:10][N:9]=1)[C:12]1[CH:13]=[CH:14][C:15]2[N:16]([CH:18]=[C:19]([NH:21][C:27]([CH:29]3[CH2:31][CH2:30]3)=[O:28])[N:20]=2)[N:17]=1.[ClH:56].[F:33][C:11]([F:32])([C:8]1[N:6]2[CH:7]=[C:2]([C:38]3[CH:37]=[N:36][N:35]([CH3:34])[CH:39]=3)[CH:3]=[CH:4][C:5]2=[N:10][N:9]=1)[C:12]1[CH:13]=[CH:14][C:15]2[N:16]([CH:18]=[C:19]([NH:21][C:22]([CH:24]3[CH2:26][CH2:25]3)=[O:23])[N:20]=2)[N:17]=1. The catalyst class is: 75. (9) Reactant: [CH3:1][C:2]1[C:10]2[CH2:9][O:8][C:7](=[O:11])[C:6]=2[CH:5]=[CH:4][C:3]=1[CH:12]([CH3:20])[CH2:13][N:14]1[CH2:19][CH2:18][NH:17][CH2:16][CH2:15]1.[CH3:21][O:22][C:23]1[CH:30]=[C:29]([CH2:31][CH:32]=O)[CH:28]=[CH:27][C:24]=1[C:25]#[N:26].C([BH3-])#N.[Na+]. Product: [CH3:21][O:22][C:23]1[CH:30]=[C:29]([CH2:31][CH2:32][N:17]2[CH2:18][CH2:19][N:14]([CH2:13][CH:12]([C:3]3[CH:4]=[CH:5][C:6]4[C:7](=[O:11])[O:8][CH2:9][C:10]=4[C:2]=3[CH3:1])[CH3:20])[CH2:15][CH2:16]2)[CH:28]=[CH:27][C:24]=1[C:25]#[N:26]. The catalyst class is: 5.